Dataset: Reaction yield outcomes from USPTO patents with 853,638 reactions. Task: Predict the reaction yield, written as a fraction of the theoretical maximum amount of product (1.0 means a 100% yield; for example, 0.34 means a 34% yield). The reactants are [BH4-].[Na+].C[O:4][C:5](=[O:30])[CH2:6][C:7]1[CH:12]=[C:11]([Br:13])[C:10]([O:14][C:15]2[CH:20]=[C:19]([CH:21]([CH3:23])[CH3:22])[C:18]([O:24][CH3:25])=[CH:17][C:16]=2[C:26](=[O:28])[CH3:27])=[C:9]([Br:29])[CH:8]=1.[Li+].[OH-].Cl. The catalyst is CO. The product is [Br:13][C:11]1[CH:12]=[C:7]([CH2:6][C:5]([OH:30])=[O:4])[CH:8]=[C:9]([Br:29])[C:10]=1[O:14][C:15]1[CH:20]=[C:19]([CH:21]([CH3:22])[CH3:23])[C:18]([O:24][CH3:25])=[CH:17][C:16]=1[CH:26]([OH:28])[CH3:27]. The yield is 0.910.